This data is from NCI-60 drug combinations with 297,098 pairs across 59 cell lines. The task is: Regression. Given two drug SMILES strings and cell line genomic features, predict the synergy score measuring deviation from expected non-interaction effect. Drug 1: CN(C)N=NC1=C(NC=N1)C(=O)N. Drug 2: C1=NC2=C(N1)C(=S)N=CN2. Cell line: HS 578T. Synergy scores: CSS=3.13, Synergy_ZIP=-9.81, Synergy_Bliss=-15.9, Synergy_Loewe=-32.6, Synergy_HSA=-16.1.